Dataset: Reaction yield outcomes from USPTO patents with 853,638 reactions. Task: Predict the reaction yield, written as a fraction of the theoretical maximum amount of product (1.0 means a 100% yield; for example, 0.34 means a 34% yield). (1) The reactants are [SH:1][C:2]1[CH:11]=[CH:10][CH:9]=[CH:8][C:3]=1[C:4]([O:6][CH3:7])=[O:5].F[C:13]1[CH:23]=[CH:22][C:16]([C:17]([O:19][CH2:20][CH3:21])=[O:18])=[CH:15][C:14]=1[N+:24]([O-:26])=[O:25].C([O-])([O-])=O.[Cs+].[Cs+]. The catalyst is CN(C=O)C.CCOC(C)=O.O. The product is [CH2:20]([O:19][C:17](=[O:18])[C:16]1[CH:22]=[CH:23][C:13]([S:1][C:2]2[CH:11]=[CH:10][CH:9]=[CH:8][C:3]=2[C:4]([O:6][CH3:7])=[O:5])=[C:14]([N+:24]([O-:26])=[O:25])[CH:15]=1)[CH3:21]. The yield is 0.920. (2) The reactants are C(N(CC)CC)C.Br[C:9]1[CH:14]=[CH:13][CH:12]=[CH:11][N:10]=1.C1(P(C2C=CC=CC=2)C2C=CC=CC=2)C=CC=CC=1.[CH2:34]([OH:39])[CH2:35][CH2:36][C:37]#[CH:38]. The catalyst is CN(C=O)C.[Cu]I.Cl[Pd](Cl)([P](C1C=CC=CC=1)(C1C=CC=CC=1)C1C=CC=CC=1)[P](C1C=CC=CC=1)(C1C=CC=CC=1)C1C=CC=CC=1. The product is [N:10]1[CH:11]=[CH:12][CH:13]=[CH:14][C:9]=1[CH2:38][CH2:37][CH2:36][C:35]#[C:34][OH:39]. The yield is 0.720. (3) The reactants are Br[C:2]1[C:10]([CH3:11])=[CH:9][C:5]2[N:6]=[CH:7][O:8][C:4]=2[CH:3]=1.[NH2:12][C:13]1[CH:18]=[CH:17][C:16](B2OC(C)(C)C(C)(C)O2)=[CH:15][N:14]=1.[O-]P([O-])([O-])=O.[K+].[K+].[K+]. The catalyst is C(#N)C.O1CCOCC1.O.CC(P(C(C)(C)C)C1C=CC(N(C)C)=CC=1)(C)C.CC(P(C(C)(C)C)C1C=CC(N(C)C)=CC=1)(C)C.Cl[Pd]Cl. The product is [CH3:11][C:10]1[C:2]([C:16]2[CH:17]=[CH:18][C:13]([NH2:12])=[N:14][CH:15]=2)=[CH:3][C:4]2[O:8][CH:7]=[N:6][C:5]=2[CH:9]=1. The yield is 0.825.